This data is from NCI-60 drug combinations with 297,098 pairs across 59 cell lines. The task is: Regression. Given two drug SMILES strings and cell line genomic features, predict the synergy score measuring deviation from expected non-interaction effect. (1) Cell line: OVCAR-5. Drug 2: CC(C1=C(C=CC(=C1Cl)F)Cl)OC2=C(N=CC(=C2)C3=CN(N=C3)C4CCNCC4)N. Synergy scores: CSS=54.8, Synergy_ZIP=0.679, Synergy_Bliss=1.40, Synergy_Loewe=0.935, Synergy_HSA=2.48. Drug 1: COC1=C(C=C2C(=C1)N=CN=C2NC3=CC(=C(C=C3)F)Cl)OCCCN4CCOCC4. (2) Drug 1: CC(C)NC(=O)C1=CC=C(C=C1)CNNC.Cl. Drug 2: COC1=C2C(=CC3=C1OC=C3)C=CC(=O)O2. Cell line: SR. Synergy scores: CSS=1.35, Synergy_ZIP=0.796, Synergy_Bliss=3.90, Synergy_Loewe=1.34, Synergy_HSA=1.41. (3) Drug 1: CC1=C(C=C(C=C1)NC2=NC=CC(=N2)N(C)C3=CC4=NN(C(=C4C=C3)C)C)S(=O)(=O)N.Cl. Drug 2: CC1C(C(CC(O1)OC2CC(CC3=C2C(=C4C(=C3O)C(=O)C5=C(C4=O)C(=CC=C5)OC)O)(C(=O)C)O)N)O.Cl. Cell line: A549. Synergy scores: CSS=21.4, Synergy_ZIP=-0.0749, Synergy_Bliss=4.18, Synergy_Loewe=-31.0, Synergy_HSA=3.11. (4) Drug 1: CC1CCC2CC(C(=CC=CC=CC(CC(C(=O)C(C(C(=CC(C(=O)CC(OC(=O)C3CCCCN3C(=O)C(=O)C1(O2)O)C(C)CC4CCC(C(C4)OC)OCCO)C)C)O)OC)C)C)C)OC. Drug 2: CCC1(C2=C(COC1=O)C(=O)N3CC4=CC5=C(C=CC(=C5CN(C)C)O)N=C4C3=C2)O.Cl. Cell line: HL-60(TB). Synergy scores: CSS=69.7, Synergy_ZIP=2.25, Synergy_Bliss=2.83, Synergy_Loewe=-24.7, Synergy_HSA=-0.721. (5) Drug 1: C1=CC(=CC=C1CCCC(=O)O)N(CCCl)CCCl. Drug 2: CCC1(C2=C(COC1=O)C(=O)N3CC4=CC5=C(C=CC(=C5CN(C)C)O)N=C4C3=C2)O.Cl. Cell line: ACHN. Synergy scores: CSS=55.6, Synergy_ZIP=0.0268, Synergy_Bliss=1.26, Synergy_Loewe=-1.62, Synergy_HSA=3.40. (6) Drug 1: C1CCN(CC1)CCOC2=CC=C(C=C2)C(=O)C3=C(SC4=C3C=CC(=C4)O)C5=CC=C(C=C5)O. Drug 2: CC1=C(C(=CC=C1)Cl)NC(=O)C2=CN=C(S2)NC3=CC(=NC(=N3)C)N4CCN(CC4)CCO. Cell line: OVCAR-5. Synergy scores: CSS=7.93, Synergy_ZIP=-2.14, Synergy_Bliss=4.27, Synergy_Loewe=-3.72, Synergy_HSA=1.91. (7) Drug 1: CCC(=C(C1=CC=CC=C1)C2=CC=C(C=C2)OCCN(C)C)C3=CC=CC=C3.C(C(=O)O)C(CC(=O)O)(C(=O)O)O. Drug 2: CS(=O)(=O)OCCCCOS(=O)(=O)C. Cell line: DU-145. Synergy scores: CSS=-5.22, Synergy_ZIP=3.68, Synergy_Bliss=6.73, Synergy_Loewe=-0.684, Synergy_HSA=-1.57.